Task: Regression. Given a peptide amino acid sequence and an MHC pseudo amino acid sequence, predict their binding affinity value. This is MHC class II binding data.. Dataset: Peptide-MHC class II binding affinity with 134,281 pairs from IEDB (1) The peptide sequence is NPYRTWHYCGSYVTK. The MHC is DRB5_0101 with pseudo-sequence DRB5_0101. The binding affinity (normalized) is 0.797. (2) The peptide sequence is TVMPLLCGIGCAMLH. The binding affinity (normalized) is 0.482. The MHC is HLA-DQA10501-DQB10402 with pseudo-sequence HLA-DQA10501-DQB10402. (3) The peptide sequence is SDDLELSWNLNGLQAY. The MHC is HLA-DQA10101-DQB10501 with pseudo-sequence HLA-DQA10101-DQB10501. The binding affinity (normalized) is 0.660. (4) The peptide sequence is AVIRGKKGAGGITIK. The MHC is HLA-DPA10201-DPB10501 with pseudo-sequence HLA-DPA10201-DPB10501. The binding affinity (normalized) is 0.193. (5) The peptide sequence is MEVGWYRPPFSRFVHLYRNGK. The MHC is DRB1_1501 with pseudo-sequence DRB1_1501. The binding affinity (normalized) is 0.118. (6) The peptide sequence is STWYGKPTAAGPKDN. The MHC is DRB1_0301 with pseudo-sequence DRB1_0301. The binding affinity (normalized) is 0.